This data is from Full USPTO retrosynthesis dataset with 1.9M reactions from patents (1976-2016). The task is: Predict the reactants needed to synthesize the given product. (1) Given the product [NH2:1][C:4]1[CH:14]=[CH:13][C:12]2[CH:11]3[CH2:15][CH:7]([CH2:8][N:9]([C:16](=[O:21])[C:17]([F:20])([F:18])[F:19])[CH2:10]3)[C:6]=2[CH:5]=1, predict the reactants needed to synthesize it. The reactants are: [N+:1]([C:4]1[CH:14]=[CH:13][C:12]2[CH:11]3[CH2:15][CH:7]([CH2:8][N:9]([C:16](=[O:21])[C:17]([F:20])([F:19])[F:18])[CH2:10]3)[C:6]=2[CH:5]=1)([O-])=O. (2) Given the product [NH2:27][C:22]1[CH:23]=[CH:24][CH:25]=[CH:26][C:21]=1[S:18]([NH:17][C:14]1[CH:15]=[CH:16][C:7]([N:1]2[CH2:6][CH2:5][O:4][CH2:3][CH2:2]2)=[C:8]2[C:13]=1[N:12]=[CH:11][CH:10]=[CH:9]2)(=[O:20])=[O:19], predict the reactants needed to synthesize it. The reactants are: [N:1]1([C:7]2[CH:16]=[CH:15][C:14]([NH:17][S:18]([C:21]3[CH:26]=[CH:25][CH:24]=[CH:23][C:22]=3[N+:27]([O-])=O)(=[O:20])=[O:19])=[C:13]3[C:8]=2[CH:9]=[CH:10][CH:11]=[N:12]3)[CH2:6][CH2:5][O:4][CH2:3][CH2:2]1.Cl[Sn]Cl.